Dataset: Reaction yield outcomes from USPTO patents with 853,638 reactions. Task: Predict the reaction yield, written as a fraction of the theoretical maximum amount of product (1.0 means a 100% yield; for example, 0.34 means a 34% yield). (1) The reactants are [F:1][C:2]1[CH:7]=[CH:6][C:5]([C:8]2[C:17](=[O:18])[C:16]3[C:11](=[CH:12][CH:13]=[CH:14][CH:15]=3)[O:10][C:9]=2[CH2:19][N:20]2[CH2:25][CH2:24][O:23][CH2:22][CH2:21]2)=[CH:4][CH:3]=1.[ClH:26]. The catalyst is C1COCC1.C(OCC)C. The product is [ClH:26].[F:1][C:2]1[CH:7]=[CH:6][C:5]([C:8]2[C:17](=[O:18])[C:16]3[C:11](=[CH:12][CH:13]=[CH:14][CH:15]=3)[O:10][C:9]=2[CH2:19][N:20]2[CH2:25][CH2:24][O:23][CH2:22][CH2:21]2)=[CH:4][CH:3]=1. The yield is 0.900. (2) The reactants are [F:1][C:2]1[CH:3]=[CH:4][CH:5]=[C:6]2[C:11]=1[NH:10][C@@H:9]([CH3:12])[CH2:8][C@H:7]2[NH:13][C:14]1[CH:19]=[CH:18][CH:17]=[CH:16][C:15]=1[F:20].[C:21](Cl)(=[O:23])[CH3:22].O. The catalyst is N1C=CC=CC=1.ClCCl. The product is [C:21]([N:10]1[C:11]2[C:6](=[CH:5][CH:4]=[CH:3][C:2]=2[F:1])[C@H:7]([NH:13][C:14]2[CH:19]=[CH:18][CH:17]=[CH:16][C:15]=2[F:20])[CH2:8][C@@H:9]1[CH3:12])(=[O:23])[CH3:22]. The yield is 0.700. (3) The reactants are Br.[Br:2][C:3]1[CH:4]=[C:5]([CH2:10]Br)[C:6]([NH2:9])=[N:7][CH:8]=1.[NH:12]1[CH2:17][CH2:16][CH2:15][CH2:14][CH2:13]1. The catalyst is CC#N.CCOCC. The product is [Br:2][C:3]1[CH:4]=[C:5]([CH2:10][N:12]2[CH2:17][CH2:16][CH2:15][CH2:14][CH2:13]2)[C:6]([NH2:9])=[N:7][CH:8]=1. The yield is 0.530. (4) The reactants are [F:1][C:2]1[CH:7]=[CH:6][CH:5]=[C:4]([N+:8]([O-])=O)[C:3]=1[CH:11]1[CH2:15][CH:14]=[CH:13][O:12]1.FC1C=CC=C([N+]([O-])=O)C=1C1C=CCO1.CCN(CC)CC. The catalyst is [Pd].CO.CCOCC. The product is [F:1][C:2]1[C:3]([CH:11]2[CH2:15][CH2:14][CH2:13][O:12]2)=[C:4]([CH:5]=[CH:6][CH:7]=1)[NH2:8]. The yield is 0.840.